Dataset: CYP1A2 inhibition data for predicting drug metabolism from PubChem BioAssay. Task: Regression/Classification. Given a drug SMILES string, predict its absorption, distribution, metabolism, or excretion properties. Task type varies by dataset: regression for continuous measurements (e.g., permeability, clearance, half-life) or binary classification for categorical outcomes (e.g., BBB penetration, CYP inhibition). Dataset: cyp1a2_veith. (1) The compound is c1ccc(Nc2ncnc3ccc(-c4ccc5c(c4)OCO5)cc23)cc1. The result is 1 (inhibitor). (2) The compound is Cc1c(CCO)c(=O)n(-c2ccccc2)n1S(=O)(=O)c1c(Cl)cc(Cl)cc1Cl. The result is 1 (inhibitor). (3) The drug is COc1nnc(OC)c2ccccc12. The result is 1 (inhibitor). (4) The drug is C=CCNC(=O)c1cccn1-c1ccsc1C(=O)OC. The result is 0 (non-inhibitor).